This data is from Catalyst prediction with 721,799 reactions and 888 catalyst types from USPTO. The task is: Predict which catalyst facilitates the given reaction. (1) Reactant: [C:1]([O:5][C:6]([NH:8][C@H:9]([CH2:13][C:14]1[S:15][CH:16]=[CH:17][CH:18]=1)[C:10]([OH:12])=[O:11])=[O:7])([CH3:4])([CH3:3])[CH3:2].CI.[H-].[Na+].[C:23](OCC)(=O)C. Product: [C:1]([O:5][C:6]([N:8]([C@H:9]([CH2:13][C:14]1[S:15][CH:16]=[CH:17][CH:18]=1)[C:10]([OH:12])=[O:11])[CH3:23])=[O:7])([CH3:4])([CH3:2])[CH3:3]. The catalyst class is: 30. (2) Product: [C:1]([C:11]([NH:13][C@H:14]([C:18]([NH:20][CH:21]([CH:30]([OH:43])[CH2:31][O:32][C:33]1[C:34]([F:42])=[C:35]([F:41])[CH:36]=[C:37]([F:40])[C:38]=1[F:39])[CH2:22][C:23]([O:25][C:26]([CH3:29])([CH3:28])[CH3:27])=[O:24])=[O:19])[CH:15]([CH3:16])[CH3:17])=[O:12])([O:3][CH2:4][C:5]1[CH:6]=[CH:7][CH:8]=[CH:9][CH:10]=1)=[O:2]. The catalyst class is: 625. Reactant: [C:1]([C:11]([NH:13][C@H:14]([C:18]([NH:20][CH:21]([C:30](=[O:43])[CH2:31][O:32][C:33]1[C:38]([F:39])=[C:37]([F:40])[CH:36]=[C:35]([F:41])[C:34]=1[F:42])[CH2:22][C:23]([O:25][C:26]([CH3:29])([CH3:28])[CH3:27])=[O:24])=[O:19])[CH:15]([CH3:17])[CH3:16])=[O:12])([O:3][CH2:4][C:5]1[CH:10]=[CH:9][CH:8]=[CH:7][CH:6]=1)=[O:2].CO.C1COCC1.[BH4-].[Na+]. (3) Reactant: [C:1]([O:5][C:6](=[O:24])[NH:7][C:8]1[CH:13]=[CH:12][C:11]([CH2:14][C:15]2[CH:20]=[C:19]([N:21]=[N+]=[N-])[N:18]=[CH:17][N:16]=2)=[CH:10][CH:9]=1)([CH3:4])([CH3:3])[CH3:2].[H][H]. Product: [C:1]([O:5][C:6](=[O:24])[NH:7][C:8]1[CH:9]=[CH:10][C:11]([CH2:14][C:15]2[CH:20]=[C:19]([NH2:21])[N:18]=[CH:17][N:16]=2)=[CH:12][CH:13]=1)([CH3:4])([CH3:2])[CH3:3]. The catalyst class is: 19. (4) Reactant: [Cl:1][C:2]1[CH:7]=[CH:6][N:5]=[C:4]2[N:8]([S:27]([C:30]3[CH:35]=[CH:34][C:33]([CH3:36])=[CH:32][CH:31]=3)(=[O:29])=[O:28])[C:9]([C:11]3[C:19]4[C:14](=[CH:15][C:16]([O:22][CH3:23])=[C:17]([O:20][CH3:21])[CH:18]=4)[N:13]([CH2:24][CH2:25]I)[CH:12]=3)=[CH:10][C:3]=12.C(=O)([O-])[O-].[K+].[K+].[NH:43]1[CH2:48][CH2:47][CH:46]([CH2:49][CH2:50][OH:51])[CH2:45][CH2:44]1. Product: [Cl:1][C:2]1[CH:7]=[CH:6][N:5]=[C:4]2[N:8]([S:27]([C:30]3[CH:35]=[CH:34][C:33]([CH3:36])=[CH:32][CH:31]=3)(=[O:29])=[O:28])[C:9]([C:11]3[C:19]4[C:14](=[CH:15][C:16]([O:22][CH3:23])=[C:17]([O:20][CH3:21])[CH:18]=4)[N:13]([CH2:24][CH2:25][N:43]4[CH2:48][CH2:47][CH:46]([CH2:49][CH2:50][OH:51])[CH2:45][CH2:44]4)[CH:12]=3)=[CH:10][C:3]=12. The catalyst class is: 10. (5) Reactant: [CH:1]12[CH2:9][CH:5]([CH2:6][NH:7][CH2:8]1)[CH2:4][N:3]([CH2:10][CH:11]([OH:22])[CH2:12][O:13][C:14]1[CH:21]=[CH:20][C:17]([C:18]#[N:19])=[CH:16][CH:15]=1)[CH2:2]2.[N:23]([CH2:26][C:27]([O:29][CH2:30][CH3:31])=[O:28])=[C:24]=[O:25]. Product: [C:18]([C:17]1[CH:16]=[CH:15][C:14]([O:13][CH2:12][CH:11]([OH:22])[CH2:10][N:3]2[CH2:4][CH:5]3[CH2:9][CH:1]([CH2:8][N:7]([C:24]([NH:23][CH2:26][C:27]([O:29][CH2:30][CH3:31])=[O:28])=[O:25])[CH2:6]3)[CH2:2]2)=[CH:21][CH:20]=1)#[N:19]. The catalyst class is: 2. (6) Reactant: [CH:1]1([NH:5][C:6](=[O:33])[NH:7][C:8]2[CH:31]=[CH:30][C:11]([C:12]([N:14]3[CH2:19][CH2:18][N:17]([CH2:20][C:21]4[N:26]=[C:25]([C:27]([O-:29])=O)[CH:24]=[CH:23][CH:22]=4)[CH2:16][CH2:15]3)=[O:13])=[CH:10][C:9]=2[F:32])[CH2:4][CH2:3][CH2:2]1.[Na+].C(N(CC)CC)C.[C:42]([NH2:46])([CH3:45])([CH3:44])[CH3:43].CCCP1(OP(CCC)(=O)OP(CCC)(=O)O1)=O. Product: [C:42]([NH:46][C:27](=[O:29])[C:25]1[CH:24]=[CH:23][CH:22]=[C:21]([CH2:20][N:17]2[CH2:18][CH2:19][N:14]([C:12](=[O:13])[C:11]3[CH:30]=[CH:31][C:8]([NH:7][C:6]([NH:5][CH:1]4[CH2:4][CH2:3][CH2:2]4)=[O:33])=[C:9]([F:32])[CH:10]=3)[CH2:15][CH2:16]2)[N:26]=1)([CH3:45])([CH3:44])[CH3:43]. The catalyst class is: 4.